This data is from TCR-epitope binding with 47,182 pairs between 192 epitopes and 23,139 TCRs. The task is: Binary Classification. Given a T-cell receptor sequence (or CDR3 region) and an epitope sequence, predict whether binding occurs between them. (1) The epitope is ATDALMTGY. The TCR CDR3 sequence is CASSSGQGNNEQFF. Result: 0 (the TCR does not bind to the epitope). (2) The epitope is HTTDPSFLGRY. The TCR CDR3 sequence is CAWSKASWGAEAFF. Result: 0 (the TCR does not bind to the epitope). (3) The epitope is SFHSLHLLF. The TCR CDR3 sequence is CASSSPEMVAFSTDTQYF. Result: 0 (the TCR does not bind to the epitope).